This data is from NCI-60 drug combinations with 297,098 pairs across 59 cell lines. The task is: Regression. Given two drug SMILES strings and cell line genomic features, predict the synergy score measuring deviation from expected non-interaction effect. (1) Drug 1: C1=NC2=C(N1)C(=S)N=CN2. Drug 2: CCC1(C2=C(COC1=O)C(=O)N3CC4=CC5=C(C=CC(=C5CN(C)C)O)N=C4C3=C2)O.Cl. Cell line: CAKI-1. Synergy scores: CSS=43.9, Synergy_ZIP=-2.70, Synergy_Bliss=-2.86, Synergy_Loewe=-4.40, Synergy_HSA=1.23. (2) Drug 1: C1CC(=O)NC(=O)C1N2C(=O)C3=CC=CC=C3C2=O. Drug 2: C1C(C(OC1N2C=NC3=C2NC=NCC3O)CO)O. Cell line: CAKI-1. Synergy scores: CSS=-1.37, Synergy_ZIP=-1.11, Synergy_Bliss=-4.02, Synergy_Loewe=-7.83, Synergy_HSA=-6.91. (3) Drug 1: CCCS(=O)(=O)NC1=C(C(=C(C=C1)F)C(=O)C2=CNC3=C2C=C(C=N3)C4=CC=C(C=C4)Cl)F. Drug 2: CC1CCCC2(C(O2)CC(NC(=O)CC(C(C(=O)C(C1O)C)(C)C)O)C(=CC3=CSC(=N3)C)C)C. Cell line: SF-268. Synergy scores: CSS=-4.40, Synergy_ZIP=1.15, Synergy_Bliss=2.42, Synergy_Loewe=-3.97, Synergy_HSA=-1.32. (4) Drug 1: CC1=C(C(=CC=C1)Cl)NC(=O)C2=CN=C(S2)NC3=CC(=NC(=N3)C)N4CCN(CC4)CCO. Drug 2: CS(=O)(=O)CCNCC1=CC=C(O1)C2=CC3=C(C=C2)N=CN=C3NC4=CC(=C(C=C4)OCC5=CC(=CC=C5)F)Cl. Cell line: SF-268. Synergy scores: CSS=2.88, Synergy_ZIP=3.71, Synergy_Bliss=5.26, Synergy_Loewe=-1.74, Synergy_HSA=-1.49. (5) Drug 2: CCCCC(=O)OCC(=O)C1(CC(C2=C(C1)C(=C3C(=C2O)C(=O)C4=C(C3=O)C=CC=C4OC)O)OC5CC(C(C(O5)C)O)NC(=O)C(F)(F)F)O. Synergy scores: CSS=1.51, Synergy_ZIP=-3.78, Synergy_Bliss=-1.29, Synergy_Loewe=-3.01, Synergy_HSA=-2.81. Drug 1: C1=C(C(=O)NC(=O)N1)N(CCCl)CCCl. Cell line: SK-MEL-28.